From a dataset of Reaction yield outcomes from USPTO patents with 853,638 reactions. Predict the reaction yield, written as a fraction of the theoretical maximum amount of product (1.0 means a 100% yield; for example, 0.34 means a 34% yield). (1) The reactants are F[P-](F)(F)(F)(F)F.N1(OC(N(C)C)=[N+](C)C)[C:12]2[N:13]=[CH:14][CH:15]=C[C:11]=2N=N1.C(N(C(C)C)CC)(C)C.[F:34][C:35]1[CH:36]=[CH:37][C:38]2[N:39]([C:41]([C:44]3[N:49]=[C:48]([N:50]4[CH2:54][CH2:53][CH2:52][C@H:51]4[C:55](O)=[O:56])[CH:47]=[CH:46][N:45]=3)=[CH:42][N:43]=2)[CH:40]=1.C(NCC)C. The catalyst is CN(C=O)C. The product is [CH2:12]([N:13]([CH2:14][CH3:15])[C:55]([C@@H:51]1[CH2:52][CH2:53][CH2:54][N:50]1[C:48]1[CH:47]=[CH:46][N:45]=[C:44]([C:41]2[N:39]3[CH:40]=[C:35]([F:34])[CH:36]=[CH:37][C:38]3=[N:43][CH:42]=2)[N:49]=1)=[O:56])[CH3:11]. The yield is 0.370. (2) The reactants are [ClH:1].[F:2][C:3]1[N:10]=[CH:9][CH:8]=[CH:7][C:4]=1[C:5]#[N:6]. The catalyst is CO.[Pd]. The product is [ClH:1].[F:2][C:3]1[C:4]([CH2:5][NH2:6])=[CH:7][CH:8]=[CH:9][N:10]=1. The yield is 0.820. (3) The yield is 0.590. The reactants are Br[CH2:2][C:3]1[CH:4]=[C:5]([CH:10]=[CH:11][CH:12]=1)[C:6]([O:8][CH3:9])=[O:7].[O:13]([C:20]1[CH:21]=[C:22]([CH:24]=[CH:25][CH:26]=1)[NH2:23])[C:14]1[CH:19]=[CH:18][CH:17]=[CH:16][CH:15]=1. The product is [O:13]([C:20]1[CH:21]=[C:22]([NH:23][CH2:2][C:3]2[CH:4]=[C:5]([CH:10]=[CH:11][CH:12]=2)[C:6]([O:8][CH3:9])=[O:7])[CH:24]=[CH:25][CH:26]=1)[C:14]1[CH:15]=[CH:16][CH:17]=[CH:18][CH:19]=1. The catalyst is C1CCCCC1.O.C(Cl)Cl. (4) The reactants are [Cl:1][C:2]1[C:11](=O)[C:10]2[C:5](=[CH:6][CH:7]=[C:8]([O:13][CH3:14])[N:9]=2)[NH:4][CH:3]=1.P(Br)(Br)[Br:16].O.C(=O)([O-])[O-].[K+].[K+]. The catalyst is CN(C)C=O. The product is [Br:16][C:11]1[C:2]([Cl:1])=[CH:3][N:4]=[C:5]2[C:10]=1[N:9]=[C:8]([O:13][CH3:14])[CH:7]=[CH:6]2. The yield is 0.910. (5) The reactants are [O:1]1[CH2:6][CH2:5][CH:4]([NH2:7])[CH2:3][CH2:2]1.C(N(C(C)C)CC)(C)C.[CH3:17][C:18]([O:21][C:22]([N:24]([C:42]([O:44][C:45]([CH3:48])([CH3:47])[CH3:46])=[O:43])[N:25]([C:33]1[C:38]([F:39])=[C:37](Cl)[N:36]=[C:35]([Cl:41])[N:34]=1)[C:26]([O:28][C:29]([CH3:32])([CH3:31])[CH3:30])=[O:27])=[O:23])([CH3:20])[CH3:19]. The catalyst is CN(C=O)C. The product is [CH3:20][C:18]([O:21][C:22]([N:24]([C:42]([O:44][C:45]([CH3:48])([CH3:47])[CH3:46])=[O:43])[N:25]([C:33]1[C:38]([F:39])=[C:37]([NH:7][CH:4]2[CH2:5][CH2:6][O:1][CH2:2][CH2:3]2)[N:36]=[C:35]([Cl:41])[N:34]=1)[C:26]([O:28][C:29]([CH3:30])([CH3:31])[CH3:32])=[O:27])=[O:23])([CH3:17])[CH3:19]. The yield is 0.890. (6) The yield is 0.563. The reactants are Cl[C:2]1[C:7]([N:8]([CH3:13])[C:9](=[O:12])OC)=[CH:6][C:5]([F:14])=[CH:4][N:3]=1.[S:15]1[C:19]2[CH:20]=[CH:21][CH:22]=[CH:23][C:18]=2[N:17]=[C:16]1[NH:24][C@H:25]1[CH2:28][C@H:27]([NH2:29])[CH2:26]1.CC(C)([O-])C.[Na+]. The product is [S:15]1[C:19]2[CH:20]=[CH:21][CH:22]=[CH:23][C:18]=2[N:17]=[C:16]1[NH:24][C@H:25]1[CH2:26][C@H:27]([N:29]2[C:2]3=[N:3][CH:4]=[C:5]([F:14])[CH:6]=[C:7]3[N:8]([CH3:13])[C:9]2=[O:12])[CH2:28]1. The catalyst is [Pd+2].